From a dataset of Forward reaction prediction with 1.9M reactions from USPTO patents (1976-2016). Predict the product of the given reaction. (1) Given the reactants Cl[C:2]1[N:7]=[C:6]([NH:8][CH2:9][C:10]2[CH:15]=[CH:14][C:13]([O:16][CH3:17])=[C:12]([Cl:18])[CH:11]=2)[C:5]([C:19]([O:21][CH2:22][CH3:23])=[O:20])=[CH:4][N:3]=1.[OH:24][CH2:25][C:26]1[CH:31]=[CH:30][CH:29]=[CH:28][N:27]=1.CC(C)([O-])C.[K+], predict the reaction product. The product is: [N:27]1[CH:28]=[CH:29][CH:30]=[CH:31][C:26]=1[CH2:25][O:24][C:2]1[N:7]=[C:6]([NH:8][CH2:9][C:10]2[CH:15]=[CH:14][C:13]([O:16][CH3:17])=[C:12]([Cl:18])[CH:11]=2)[C:5]([C:19]([O:21][CH2:22][CH3:23])=[O:20])=[CH:4][N:3]=1. (2) The product is: [CH3:13][O:14][C:15]1[CH:22]=[CH:21][CH:20]=[C:19]([O:23][CH3:24])[C:16]=1[CH:17]1[N:12]([CH2:11][C:8]2[CH:9]=[CH:10][C:5]([S:2]([CH3:1])(=[O:3])=[O:4])=[CH:6][CH:7]=2)[C:15](=[O:14])[CH2:16][CH2:19][CH2:20]1. Given the reactants [CH3:1][S:2]([C:5]1[CH:10]=[CH:9][C:8]([CH2:11][NH2:12])=[CH:7][CH:6]=1)(=[O:4])=[O:3].[CH3:13][O:14][C:15]1[CH:22]=[CH:21][CH:20]=[C:19]([O:23][CH3:24])[C:16]=1[CH:17]=O, predict the reaction product. (3) Given the reactants [CH2:1]([O:8][C:9]1[C:18](=[O:19])[N:17]2[C:12]([C:13]([CH3:21])([CH3:20])[O:14][CH2:15][CH2:16]2)=[N:11][C:10]=1[C:22](O)=[O:23])[C:2]1[CH:7]=[CH:6][CH:5]=[CH:4][CH:3]=1.[F:25][C:26]1[CH:31]=[CH:30][C:29]([CH2:32][NH:33][O:34][CH3:35])=[CH:28][CH:27]=1, predict the reaction product. The product is: [F:25][C:26]1[CH:27]=[CH:28][C:29]([CH2:32][N:33]([O:34][CH3:35])[C:22]([C:10]2[N:11]=[C:12]3[N:17]([C:18](=[O:19])[C:9]=2[O:8][CH2:1][C:2]2[CH:3]=[CH:4][CH:5]=[CH:6][CH:7]=2)[CH2:16][CH2:15][O:14][C:13]3([CH3:20])[CH3:21])=[O:23])=[CH:30][CH:31]=1. (4) Given the reactants C([N:8]1[CH2:16][C@H:15]([C:17]2[CH:22]=[CH:21][CH:20]=[CH:19][CH:18]=2)[CH2:14][C@@:9]1([CH3:23])[C:10]([O:12][CH3:13])=[O:11])(OC(C)(C)C)=O.Cl, predict the reaction product. The product is: [CH3:13][O:12][C:10](=[O:11])[C@:9]1([CH3:23])[CH2:14][C@@H:15]([C:17]2[CH:22]=[CH:21][CH:20]=[CH:19][CH:18]=2)[CH2:16][NH:8]1. (5) Given the reactants Br[C:2]1[C:3]([NH2:9])=[N:4][CH:5]=[N:6][C:7]=1Cl.CC(C1C=C(C(C)C)C(C2C=CC=CC=2P(C2CCCCC2)C2CCCCC2)=C(C(C)C)C=1)C.[O:44]1[CH2:49]COC[CH2:45]1, predict the reaction product. The product is: [NH2:9][C:3]1[C:2]2[CH2:49][O:44][CH2:45][C:7]=2[N:6]=[CH:5][N:4]=1. (6) Given the reactants [Cl:1][C:2]1[N:7]=[CH:6][N:5]=[C:4]([C:8](Cl)=[O:9])[CH:3]=1.[NH2:11][C:12]1[CH:17]=[CH:16][C:15]([S:18]([NH2:21])(=[O:20])=[O:19])=[CH:14][C:13]=1[CH3:22].CCN(C(C)C)C(C)C, predict the reaction product. The product is: [CH3:22][C:13]1[CH:14]=[C:15]([S:18](=[O:20])(=[O:19])[NH2:21])[CH:16]=[CH:17][C:12]=1[NH:11][C:8]([C:4]1[CH:3]=[C:2]([Cl:1])[N:7]=[CH:6][N:5]=1)=[O:9]. (7) Given the reactants CC(C1C=C(C(C)C)C(C2C=CC=CC=2P(C2CCCCC2)C2CCCCC2)=C([CH:32]([CH3:34])C)C=1)C.[C:35](=[O:38])([O-])[O-:36].[Cs+].[Cs+].Cl.C(OC(=O)C[CH2:47][NH2:48])C.Br[C:51]1[CH:56]=[CH:55][C:54]([O:57][C:58]([F:61])([F:60])[F:59])=[CH:53][CH:52]=1, predict the reaction product. The product is: [F:59][C:58]([F:61])([F:60])[O:57][C:54]1[CH:55]=[CH:56][C:51]([NH:48][CH2:47][C:35]([O:36][CH2:32][CH3:34])=[O:38])=[CH:52][CH:53]=1. (8) Given the reactants Cl[C:2]1[C:11]2[C:6](=[C:7]([N+:12]([O-:14])=[O:13])[CH:8]=[CH:9][CH:10]=2)[N:5]=[C:4]([CH3:15])[N:3]=1.[NH:16]1[CH2:21][CH2:20][O:19][CH2:18][CH2:17]1.C([O-])([O-])=O.[K+].[K+], predict the reaction product. The product is: [CH3:15][C:4]1[N:3]=[C:2]([N:16]2[CH2:21][CH2:20][O:19][CH2:18][CH2:17]2)[C:11]2[C:6](=[C:7]([N+:12]([O-:14])=[O:13])[CH:8]=[CH:9][CH:10]=2)[N:5]=1. (9) Given the reactants Br[C:2]1[CH:20]=[CH:19][C:5]([C:6]([NH:8][C:9]2[CH:14]=[C:13]([C:15]([F:18])([F:17])[F:16])[CH:12]=[CH:11][N:10]=2)=[O:7])=[CH:4][C:3]=1[C:21]([F:24])([F:23])[CH3:22].CC([O-])=O.[K+].[CH3:30][C:31]1([CH3:47])[C:35]([CH3:37])([CH3:36])[O:34][B:33](C2C=CC(C(N)=O)=CC=2)[O:32]1, predict the reaction product. The product is: [F:23][C:21]([C:3]1[CH:4]=[C:5]([CH:19]=[CH:20][C:2]=1[B:33]1[O:34][C:35]([CH3:37])([CH3:36])[C:31]([CH3:47])([CH3:30])[O:32]1)[C:6]([NH:8][C:9]1[CH:14]=[C:13]([C:15]([F:18])([F:17])[F:16])[CH:12]=[CH:11][N:10]=1)=[O:7])([F:24])[CH3:22].